The task is: Predict the reaction yield, written as a fraction of the theoretical maximum amount of product (1.0 means a 100% yield; for example, 0.34 means a 34% yield).. This data is from Reaction yield outcomes from USPTO patents with 853,638 reactions. (1) The reactants are Br[C:2]1[CH:18]=[C:17]([CH3:19])[C:5]([O:6][Si:7]([CH:14]([CH3:16])[CH3:15])([CH:11]([CH3:13])[CH3:12])[CH:8]([CH3:10])[CH3:9])=[C:4]([CH3:20])[CH:3]=1.[Li]CCCC.[CH3:26][S:27]SC. The catalyst is C1COCC1. The product is [CH3:19][C:17]1[CH:18]=[C:2]([S:27][CH3:26])[CH:3]=[C:4]([CH3:20])[C:5]=1[O:6][Si:7]([CH:14]([CH3:16])[CH3:15])([CH:11]([CH3:13])[CH3:12])[CH:8]([CH3:10])[CH3:9]. The yield is 1.00. (2) The reactants are [NH2:1][C:2]1[C:3](=[O:10])[N:4]([CH3:9])[CH:5]=[C:6](Br)[CH:7]=1.CC(C1C=C(C(C)C)C(C2C=CC=CC=2P(C2CCCCC2)C2CCCCC2)=C(C(C)C)C=1)C.[CH3:45][N:46]([CH3:78])[C:47]1[CH:48]=[C:49]2[C:54](=[CH:55][CH:56]=1)[C:53](=[O:57])[N:52]([C:58]1[CH:68]=[CH:67][CH:66]=[C:65](B3OC(C)(C)C(C)(C)O3)[C:59]=1[CH2:60][O:61][C:62](=[O:64])[CH3:63])[CH2:51][CH2:50]2.P([O-])([O-])([O-])=O.[K+].[K+].[K+]. The catalyst is C(OC(=O)C)C.O.C(O)CCC. The product is [NH2:1][C:2]1[C:3](=[O:10])[N:4]([CH3:9])[CH:5]=[C:6]([C:65]2[CH:66]=[CH:67][CH:68]=[C:58]([N:52]3[CH2:51][CH2:50][C:49]4[C:54](=[CH:55][CH:56]=[C:47]([N:46]([CH3:78])[CH3:45])[CH:48]=4)[C:53]3=[O:57])[C:59]=2[CH2:60][O:61][C:62](=[O:64])[CH3:63])[CH:7]=1. The yield is 0.490. (3) The reactants are N[C:2]1[CH:7]=[CH:6][CH:5]=[CH:4][C:3]=1[S:8]([NH:11][C:12]1[CH:13]=[CH:14][C:15]([Cl:22])=[C:16]2[C:21]=1[N:20]=[CH:19][CH:18]=[CH:17]2)(=[O:10])=[O:9].N(OC(C)(C)C)=O.CC(O)=O. The product is [Cl:22][C:15]1[CH:14]=[C:13]2[C:12](=[C:21]3[C:16]=1[CH:17]=[CH:18][CH:19]=[N:20]3)[NH:11][S:8](=[O:10])(=[O:9])[C:3]1[C:4]2=[CH:5][CH:6]=[CH:7][CH:2]=1. The yield is 0.170. The catalyst is C1COCC1. (4) The reactants are [CH3:1][NH:2][C:3]([C:8]1[CH:13]=[CH:12][CH:11]=[CH:10][CH:9]=1)([CH2:6][CH3:7])[CH2:4][OH:5].[Li]CCCC.[CH3:19][O:20][C:21]1[CH:22]=[C:23]([CH:27]=[C:28]([O:32][CH3:33])[C:29]=1[O:30][CH3:31])[C:24](Cl)=[O:25].C(O)(=O)C. The catalyst is C1COCC1. The yield is 0.490. The product is [CH3:7][CH2:6][C:3]([NH:2][CH3:1])([C:8]1[CH:13]=[CH:12][CH:11]=[CH:10][CH:9]=1)[CH2:4][O:5][C:24]([C:23]1[CH:27]=[C:28]([O:32][CH3:33])[C:29]([O:30][CH3:31])=[C:21]([O:20][CH3:19])[CH:22]=1)=[O:25].